This data is from Reaction yield outcomes from USPTO patents with 853,638 reactions. The task is: Predict the reaction yield, written as a fraction of the theoretical maximum amount of product (1.0 means a 100% yield; for example, 0.34 means a 34% yield). (1) No catalyst specified. The yield is 0.970. The product is [S:11]1[CH:15]=[C:14]([CH2:16][NH:7][C@@H:5]([CH3:6])[CH:4]([O:8][CH2:9][CH3:10])[O:3][CH2:1][CH3:2])[C:13]2[CH:18]=[CH:19][CH:20]=[CH:21][C:12]1=2. The reactants are [CH2:1]([O:3][CH:4]([O:8][CH2:9][CH3:10])[C@@H:5]([NH2:7])[CH3:6])[CH3:2].[S:11]1[CH:15]=[C:14]([CH:16]=O)[C:13]2[CH:18]=[CH:19][CH:20]=[CH:21][C:12]1=2. (2) The reactants are [CH2:1]([C:3]1[N:8]=[C:7]([CH2:9][CH2:10][CH3:11])[N:6]([CH2:12][C:13]2[CH:18]=[CH:17][C:16]([C:19]3[CH:24]=[CH:23][CH:22]=[CH:21][C:20]=3[C:25]3[NH:29][C:28](=[O:30])[O:27][N:26]=3)=[CH:15][CH:14]=2)[C:5](=[O:31])[C:4]=1[C:32]1[CH:33]=[C:34]2[C:39](=[CH:40][CH:41]=1)[O:38][C:37]([CH3:43])([CH3:42])[CH2:36][CH:35]2[OH:44])[CH3:2].CC(OI1(OC(C)=O)(OC(C)=O)OC(=O)C2C1=CC=CC=2)=O. The catalyst is ClCCl.C(OCC)(=O)C. The product is [CH3:43][C:37]1([CH3:42])[CH2:36][C:35](=[O:44])[C:34]2[C:39](=[CH:40][CH:41]=[C:32]([C:4]3[C:5](=[O:31])[N:6]([CH2:12][C:13]4[CH:18]=[CH:17][C:16]([C:19]5[CH:24]=[CH:23][CH:22]=[CH:21][C:20]=5[C:25]5[NH:29][C:28](=[O:30])[O:27][N:26]=5)=[CH:15][CH:14]=4)[C:7]([CH2:9][CH2:10][CH3:11])=[N:8][C:3]=3[CH2:1][CH3:2])[CH:33]=2)[O:38]1. The yield is 0.810. (3) The reactants are [Br:1][C:2]1[CH:10]=[C:9]2[C:5]([CH2:6][C:7]3([CH2:27][CH2:26][CH:25]([O:28][CH3:29])[CH2:24][CH2:23]3)[C:8]2([NH:16]S(C(C)(C)C)=O)[C:11]([O:13][CH2:14][CH3:15])=[O:12])=[CH:4][CH:3]=1. The catalyst is C(Cl)Cl.Cl[Ti](Cl)(Cl)Cl. The product is [NH2:16][C:8]1([C:11]([O:13][CH2:14][CH3:15])=[O:12])[C:9]2[C:5](=[CH:4][CH:3]=[C:2]([Br:1])[CH:10]=2)[CH2:6][C:7]21[CH2:23][CH2:24][CH:25]([O:28][CH3:29])[CH2:26][CH2:27]2. The yield is 0.570. (4) The reactants are [CH:1]([C:3]1[CH:8]=[C:7]([N+:9]([O-:11])=[O:10])[CH:6]=[CH:5][C:4]=1[N:12]1[CH2:17][CH2:16][N:15]([C:18]([O:20][C:21]([CH3:24])([CH3:23])[CH3:22])=[O:19])[CH2:14][CH2:13]1)=[O:2].[BH4-].[Na+]. The catalyst is C(O)C. The product is [OH:2][CH2:1][C:3]1[CH:8]=[C:7]([N+:9]([O-:11])=[O:10])[CH:6]=[CH:5][C:4]=1[N:12]1[CH2:13][CH2:14][N:15]([C:18]([O:20][C:21]([CH3:24])([CH3:23])[CH3:22])=[O:19])[CH2:16][CH2:17]1. The yield is 0.849. (5) The catalyst is FC(F)(F)CO.C(O)C. The reactants are [CH3:1][N:2]1[CH2:7][CH2:6][NH:5][CH2:4][CH2:3]1.F[C:9]1[C:14]([N+:15]([O-:17])=[O:16])=[CH:13][C:12]([NH:18][C:19]2[N:24]=[C:23]([C:25]3[C:33]4[C:28](=[CH:29][CH:30]=[CH:31][CH:32]=4)[N:27]([CH3:34])[CH:26]=3)[C:22]([CH3:35])=[CH:21][N:20]=2)=[C:11]([O:36][CH3:37])[CH:10]=1. The yield is 0.620. The product is [CH3:37][O:36][C:11]1[CH:10]=[C:9]([N:5]2[CH2:6][CH2:7][N:2]([CH3:1])[CH2:3][CH2:4]2)[C:14]([N+:15]([O-:17])=[O:16])=[CH:13][C:12]=1[NH:18][C:19]1[N:24]=[C:23]([C:25]2[C:33]3[C:28](=[CH:29][CH:30]=[CH:31][CH:32]=3)[N:27]([CH3:34])[CH:26]=2)[C:22]([CH3:35])=[CH:21][N:20]=1. (6) The reactants are [F:1][C:2]1[CH:7]=[CH:6][C:5]([S:8][CH2:9][CH2:10][CH2:11][C:12]([OH:14])=O)=[CH:4][CH:3]=1.[Cl:15][C:16]1[CH:24]=[CH:23][CH:22]=[CH:21][C:17]=1[CH2:18][NH:19][CH3:20]. No catalyst specified. The product is [Cl:15][C:16]1[CH:24]=[CH:23][CH:22]=[CH:21][C:17]=1[CH2:18][N:19]([CH3:20])[C:12](=[O:14])[CH2:11][CH2:10][CH2:9][S:8][C:5]1[CH:4]=[CH:3][C:2]([F:1])=[CH:7][CH:6]=1. The yield is 0.820. (7) The product is [OH:15][C:16]([CH3:23])([CH3:24])[CH2:17][C:18](=[O:20])[CH2:2][C:1]#[N:4]. The catalyst is C1COCC1.O. The yield is 0.630. The reactants are [C:1](#[N:4])[CH2:2]C.C[Si]([N-][Si](C)(C)C)(C)C.[Li+].[OH:15][C:16]([CH3:24])([CH3:23])[CH2:17][C:18]([O:20]CC)=O. (8) The product is [F:34][C:2]([F:1])([F:33])[CH:3]([C:24]1[CH:25]=[C:26]([Cl:32])[C:27]([Cl:31])=[C:28]([Cl:30])[CH:29]=1)/[CH:4]=[CH:5]/[C:6]1[CH:23]=[CH:22][C:9]([O:10][NH2:11])=[CH:8][CH:7]=1. The catalyst is CCO. The yield is 0.530. The reactants are [F:1][C:2]([F:34])([F:33])[CH:3]([C:24]1[CH:29]=[C:28]([Cl:30])[C:27]([Cl:31])=[C:26]([Cl:32])[CH:25]=1)/[CH:4]=[CH:5]/[C:6]1[CH:23]=[CH:22][C:9]([O:10][N:11]2C(=O)C3C(=CC=CC=3)C2=O)=[CH:8][CH:7]=1.O.NN. (9) The reactants are [H-].[Na+].C[CH:4]([CH2:8][CH3:9])[CH2:5][CH:6]=[O:7]. The catalyst is CCCCCC.C(COC)OC.COCC. The product is [CH3:4][CH:9]([CH2:5][CH3:6])[CH2:8][CH:4]=[CH:5][C:6]([O:7][CH2:9][CH3:8])=[O:7]. The yield is 0.610.